Dataset: NCI-60 drug combinations with 297,098 pairs across 59 cell lines. Task: Regression. Given two drug SMILES strings and cell line genomic features, predict the synergy score measuring deviation from expected non-interaction effect. (1) Drug 1: C1=C(C(=O)NC(=O)N1)N(CCCl)CCCl. Drug 2: CC1C(C(CC(O1)OC2CC(CC3=C2C(=C4C(=C3O)C(=O)C5=C(C4=O)C(=CC=C5)OC)O)(C(=O)CO)O)N)O.Cl. Cell line: OVCAR-8. Synergy scores: CSS=52.5, Synergy_ZIP=-1.40, Synergy_Bliss=-1.76, Synergy_Loewe=4.16, Synergy_HSA=5.35. (2) Drug 1: C1CCC(C1)C(CC#N)N2C=C(C=N2)C3=C4C=CNC4=NC=N3. Drug 2: C1CC(=O)NC(=O)C1N2C(=O)C3=CC=CC=C3C2=O. Cell line: U251. Synergy scores: CSS=1.32, Synergy_ZIP=3.86, Synergy_Bliss=6.52, Synergy_Loewe=1.76, Synergy_HSA=1.27. (3) Drug 1: CC(C1=C(C=CC(=C1Cl)F)Cl)OC2=C(N=CC(=C2)C3=CN(N=C3)C4CCNCC4)N. Drug 2: N.N.Cl[Pt+2]Cl. Cell line: SNB-75. Synergy scores: CSS=-1.82, Synergy_ZIP=5.79, Synergy_Bliss=-2.09, Synergy_Loewe=-6.92, Synergy_HSA=-4.20.